This data is from Forward reaction prediction with 1.9M reactions from USPTO patents (1976-2016). The task is: Predict the product of the given reaction. (1) Given the reactants [F:1][C:2]1[CH:10]=[C:9]2[C:5]([CH:6]=[N:7][N:8]2[CH3:11])=[CH:4][C:3]=1[CH:12]([C:14]1[N:18]2[N:19]=[C:20]([C:23]3[CH:24]=[N:25][N:26]([CH2:28][CH2:29][O:30]C4CCCCO4)[CH:27]=3)[CH:21]=[CH:22][C:17]2=[N:16][CH:15]=1)[CH3:13].Cl, predict the reaction product. The product is: [F:1][C:2]1[CH:10]=[C:9]2[C:5]([CH:6]=[N:7][N:8]2[CH3:11])=[CH:4][C:3]=1[CH:12]([C:14]1[N:18]2[N:19]=[C:20]([C:23]3[CH:24]=[N:25][N:26]([CH2:28][CH2:29][OH:30])[CH:27]=3)[CH:21]=[CH:22][C:17]2=[N:16][CH:15]=1)[CH3:13]. (2) Given the reactants Cl[C:2]1[C:7]([C:8]2[CH:13]=[CH:12][N:11]=[CH:10][CH:9]=2)=[CH:6][CH:5]=[CH:4][N:3]=1.[NH2:14][C:15]1[CH:20]=[CH:19][C:18]([OH:21])=[CH:17][CH:16]=1.C(=O)([O-])[O-].[Cs+].[Cs+], predict the reaction product. The product is: [N:3]1[CH:4]=[CH:5][CH:6]=[C:7]([C:8]2[CH:13]=[CH:12][N:11]=[CH:10][CH:9]=2)[C:2]=1[O:21][C:18]1[CH:19]=[CH:20][C:15]([NH2:14])=[CH:16][CH:17]=1. (3) The product is: [C:1]([O:5][C:6]([N:8]1[CH2:13][C@@H:12]([C:14](=[O:37])[NH:15][CH2:16][C:17]2([CH2:31][CH2:32][CH2:33][CH2:34][O:35][CH3:36])[C:30]3[CH:29]=[CH:28][CH:27]=[CH:26][C:25]=3[O:24][C:23]3[C:18]2=[CH:19][CH:20]=[CH:21][CH:22]=3)[CH2:11][C@@H:10]([N:38]([CH2:41][CH3:42])[CH2:39][CH3:40])[CH2:9]1)=[O:7])([CH3:4])([CH3:3])[CH3:2]. Given the reactants [C:1]([O:5][C:6]([N:8]1[CH2:13][C@@H:12]([C:14](=[O:37])[NH:15][CH2:16][C:17]2([CH2:31][CH2:32][CH2:33][CH2:34][O:35][CH3:36])[C:30]3[CH:29]=[CH:28][CH:27]=[CH:26][C:25]=3[O:24][C:23]3[C:18]2=[CH:19][CH:20]=[CH:21][CH:22]=3)[CH2:11][C@@H:10]([NH:38][CH2:39][CH3:40])[CH2:9]1)=[O:7])([CH3:4])([CH3:3])[CH3:2].[CH:41](=O)[CH3:42].C([BH3-])#N.[Na+], predict the reaction product.